From a dataset of NCI-60 drug combinations with 297,098 pairs across 59 cell lines. Regression. Given two drug SMILES strings and cell line genomic features, predict the synergy score measuring deviation from expected non-interaction effect. (1) Drug 1: CC12CCC3C(C1CCC2O)C(CC4=C3C=CC(=C4)O)CCCCCCCCCS(=O)CCCC(C(F)(F)F)(F)F. Drug 2: C(CN)CNCCSP(=O)(O)O. Cell line: UO-31. Synergy scores: CSS=-1.94, Synergy_ZIP=3.32, Synergy_Bliss=1.74, Synergy_Loewe=-2.87, Synergy_HSA=-3.00. (2) Drug 1: CCCCC(=O)OCC(=O)C1(CC(C2=C(C1)C(=C3C(=C2O)C(=O)C4=C(C3=O)C=CC=C4OC)O)OC5CC(C(C(O5)C)O)NC(=O)C(F)(F)F)O. Drug 2: CC12CCC3C(C1CCC2OP(=O)(O)O)CCC4=C3C=CC(=C4)OC(=O)N(CCCl)CCCl.[Na+]. Cell line: SF-295. Synergy scores: CSS=15.9, Synergy_ZIP=3.34, Synergy_Bliss=2.54, Synergy_Loewe=-13.2, Synergy_HSA=3.09. (3) Drug 1: CC1=C(C=C(C=C1)NC2=NC=CC(=N2)N(C)C3=CC4=NN(C(=C4C=C3)C)C)S(=O)(=O)N.Cl. Drug 2: CN(C(=O)NC(C=O)C(C(C(CO)O)O)O)N=O. Cell line: HCT116. Synergy scores: CSS=-14.2, Synergy_ZIP=-1.16, Synergy_Bliss=-13.3, Synergy_Loewe=-14.1, Synergy_HSA=-14.1. (4) Drug 1: C1=C(C(=O)NC(=O)N1)N(CCCl)CCCl. Drug 2: CC1CCC2CC(C(=CC=CC=CC(CC(C(=O)C(C(C(=CC(C(=O)CC(OC(=O)C3CCCCN3C(=O)C(=O)C1(O2)O)C(C)CC4CCC(C(C4)OC)O)C)C)O)OC)C)C)C)OC. Cell line: BT-549. Synergy scores: CSS=22.7, Synergy_ZIP=-15.8, Synergy_Bliss=-13.0, Synergy_Loewe=-7.61, Synergy_HSA=-5.13.